This data is from Catalyst prediction with 721,799 reactions and 888 catalyst types from USPTO. The task is: Predict which catalyst facilitates the given reaction. (1) Reactant: [CH3:1][O:2][C:3]1[C:12]2[C:7](=[CH:8][CH:9]=[CH:10][CH:11]=2)[CH:6]=[CH:5][C:4]=1[CH:13]=O.[C:15](=[O:18])([O-])[O-].[K+].[K+].[N+](=[C:23](P(=O)(OC)OC)C(=O)C)=[N-]. Product: [C:13]([CH:4]1[CH:5]=[CH:6][C:7]2[C:12](=[CH:11][CH:10]=[CH:9][CH:8]=2)[C:3]1([O:2][CH3:1])[CH:15]=[O:18])#[CH:23]. The catalyst class is: 5. (2) Reactant: [Br:1][C:2]1[CH:3]=[C:4]2[C:9](=[CH:10][CH:11]=1)[O:8][C:7](=[O:12])[CH2:6][CH:5]2[C:13]1[CH:18]=[CH:17][CH:16]=[CH:15][CH:14]=1.O1CCCC1.[BH4-].[Na+]. Product: [Br:1][C:2]1[CH:11]=[CH:10][C:9]([OH:8])=[C:4]([CH:5]([C:13]2[CH:14]=[CH:15][CH:16]=[CH:17][CH:18]=2)[CH2:6][CH2:7][OH:12])[CH:3]=1. The catalyst class is: 6. (3) Reactant: [Br:1][C:2]1[CH:19]=[CH:18][C:5]([NH:6][C:7]2[C:8]([C:15]([OH:17])=O)=[CH:9][N:10]([CH3:14])[C:11](=[O:13])[CH:12]=2)=[C:4]([F:20])[CH:3]=1.C1N=CN(C(N2C=NC=C2)=O)C=1.[NH2:33][CH2:34][CH2:35][CH2:36][OH:37]. Product: [Br:1][C:2]1[CH:19]=[CH:18][C:5]([NH:6][C:7]2[C:8]([C:15]([NH:33][CH2:34][CH2:35][CH2:36][OH:37])=[O:17])=[CH:9][N:10]([CH3:14])[C:11](=[O:13])[CH:12]=2)=[C:4]([F:20])[CH:3]=1. The catalyst class is: 118. (4) Reactant: [CH2:1]([O:8][C:9]1[C:10](=[O:29])[CH:11]=[CH:12][N:13]2[CH2:18][CH2:17][N:16]([CH2:19][C:20]3[CH:25]=[CH:24][C:23]([Cl:26])=[C:22]([Cl:27])[CH:21]=3)[C:15](=[O:28])[C:14]=12)[C:2]1[CH:7]=[CH:6][CH:5]=[CH:4][CH:3]=1.CO.[Br-:32].[Br-].[Br-].C1([N+](C)(C)C)C=CC=CC=1.C1([N+](C)(C)C)C=CC=CC=1.C1([N+](C)(C)C)C=CC=CC=1.S([O-])([O-])=O.[Na+].[Na+]. Product: [CH2:1]([O:8][C:9]1[C:10](=[O:29])[C:11]([Br:32])=[CH:12][N:13]2[CH2:18][CH2:17][N:16]([CH2:19][C:20]3[CH:25]=[CH:24][C:23]([Cl:26])=[C:22]([Cl:27])[CH:21]=3)[C:15](=[O:28])[C:14]=12)[C:2]1[CH:7]=[CH:6][CH:5]=[CH:4][CH:3]=1. The catalyst class is: 22. (5) Reactant: [CH3:1][C:2]1[CH2:7][CH2:6][CH2:5][C:4]([CH3:9])([CH3:8])[C:3]=1/[CH:10]=[CH:11]/[C:12]([OH:14])=O.C(Cl)(=O)C([Cl:18])=O. Product: [CH3:1][C:2]1[CH2:7][CH2:6][CH2:5][C:4]([CH3:9])([CH3:8])[C:3]=1/[CH:10]=[CH:11]/[C:12]([Cl:18])=[O:14]. The catalyst class is: 120. (6) Product: [OH:26][C:23]1[CH:24]=[C:12]([OH:13])[C:5]([CH:4]([CH3:9])[CH3:1])=[CH:6][C:7]=1[C:21](=[O:20])[CH3:22]. The catalyst class is: 15. Reactant: [CH:1]([C:4]1[CH:9]=C[C:7](C=O)=[CH:6][C:5]=1[CH:12]=[O:13])(C)C.B(F)(F)F.CC[O:20][CH2:21][CH3:22].[C:23]([O-:26])(=O)[CH3:24].[Na+]. (7) Reactant: Cl.[F:2][C:3]1[CH:25]=[CH:24][CH:23]=[CH:22][C:4]=1[CH2:5][C:6]1([CH2:19][O:20][CH3:21])[CH2:11][CH2:10][CH2:9][N:8](C(OC(C)(C)C)=O)[CH2:7]1. Product: [F:2][C:3]1[CH:25]=[CH:24][CH:23]=[CH:22][C:4]=1[CH2:5][C:6]1([CH2:19][O:20][CH3:21])[CH2:11][CH2:10][CH2:9][NH:8][CH2:7]1. The catalyst class is: 12. (8) Reactant: [Br:1][CH:2]1[CH:15]=[CH:14][C:13]2[C:12]3[C:7](=[CH:8][C:9]([Br:16])=[CH:10][CH:11]=3)[CH:6]=[CH:5][C:4]=2[CH2:3]1.C1C(=O)N(Br)C(=O)C1. Product: [Br:1][C:2]1[CH:15]=[CH:14][C:13]2[C:12]3[C:7](=[CH:8][C:9]([Br:16])=[CH:10][CH:11]=3)[CH:6]=[CH:5][C:4]=2[CH:3]=1. The catalyst class is: 53. (9) The catalyst class is: 25. Reactant: [CH3:1][O:2][C:3]1[CH:4]=[C:5]2[C:10](=[CH:11][C:12]=1[O:13][CH3:14])[CH:9]=[N:8][CH:7]=[C:6]2[OH:15].C(Cl)Cl.CCN(CC)CC.[O:26](S(C(F)(F)F)(=O)=O)[S:27]([C:30]([F:33])([F:32])[F:31])(=O)=[O:28]. Product: [F:31][C:30]([F:33])([F:32])[S:27]([O:15][C:6]1[C:5]2[C:10](=[CH:11][C:12]([O:13][CH3:14])=[C:3]([O:2][CH3:1])[CH:4]=2)[CH:9]=[N:8][CH:7]=1)(=[O:28])=[O:26]. (10) Reactant: [CH3:1][C:2]([O:5][C:6]([NH:8][C:9]([O:11][C:12]([CH3:15])([CH3:14])[CH3:13])=[O:10])=[O:7])([CH3:4])[CH3:3].CC(C)([O-])C.[K+].I[CH2:23][CH2:24][O:25][CH2:26][CH2:27][O:28][CH2:29][CH2:30][O:31][C:32]1[CH:37]=[CH:36][C:35]([C:38](=[O:42])[CH2:39][CH2:40][CH3:41])=[CH:34][CH:33]=1.C(OCC)(=O)C. Product: [C:38]([C:35]1[CH:36]=[CH:37][C:32]([O:31][CH2:30][CH2:29][O:28][CH2:27][CH2:26][O:25][CH2:24][CH2:23][N:8]([C:9]([O:11][C:12]([CH3:15])([CH3:14])[CH3:13])=[O:10])[C:6]([O:5][C:2]([CH3:1])([CH3:3])[CH3:4])=[O:7])=[CH:33][CH:34]=1)(=[O:42])[CH2:39][CH2:40][CH3:41]. The catalyst class is: 3.